From a dataset of Forward reaction prediction with 1.9M reactions from USPTO patents (1976-2016). Predict the product of the given reaction. Given the reactants [CH:1]([C:3]1[CH:10]=[CH:9][C:6]([CH2:7]Cl)=[CH:5][CH:4]=1)=[CH2:2].CS(C)=O.[C-:15]#[N:16].[K+], predict the reaction product. The product is: [CH:1]([C:3]1[CH:10]=[CH:9][C:6]([CH2:7][C:15]#[N:16])=[CH:5][CH:4]=1)=[CH2:2].